This data is from Catalyst prediction with 721,799 reactions and 888 catalyst types from USPTO. The task is: Predict which catalyst facilitates the given reaction. (1) Reactant: CSC.[Cl:4][C:5]1[CH:10]=[CH:9][C:8]([Mg]Br)=[CH:7][CH:6]=1.[F:13][C:14]1[CH:19]=[CH:18][C:17]([CH2:20]/[CH:21]=[CH:22]/[C:23]([N:25]2[C@@H:29]([C:30]3[CH:35]=[CH:34][CH:33]=[CH:32][CH:31]=3)[CH2:28][O:27][C:26]2=[O:36])=[O:24])=[CH:16][CH:15]=1. Product: [Cl:4][C:5]1[CH:10]=[CH:9][C:8]([C@H:21]([CH2:20][C:17]2[CH:18]=[CH:19][C:14]([F:13])=[CH:15][CH:16]=2)[CH2:22][C:23]([N:25]2[C@@H:29]([C:30]3[CH:31]=[CH:32][CH:33]=[CH:34][CH:35]=3)[CH2:28][O:27][C:26]2=[O:36])=[O:24])=[CH:7][CH:6]=1. The catalyst class is: 1. (2) Reactant: C(OC([N:8]1[CH2:11][CH:10]([CH2:12][C:13]2[N:14]([CH3:38])[C:15]3[C:20]([N:21]=2)=[C:19]([N:22]2[CH2:27][CH2:26][O:25][CH2:24][CH2:23]2)[N:18]=[C:17]([N:28]2[C:32]4[CH:33]=[CH:34][CH:35]=[CH:36][C:31]=4[N:30]=[C:29]2[CH3:37])[N:16]=3)[CH2:9]1)=O)(C)(C)C.C(O)(C(F)(F)F)=O. Product: [NH:8]1[CH2:9][CH:10]([CH2:12][C:13]2[N:14]([CH3:38])[C:15]3[C:20]([N:21]=2)=[C:19]([N:22]2[CH2:27][CH2:26][O:25][CH2:24][CH2:23]2)[N:18]=[C:17]([N:28]2[C:32]4[CH:33]=[CH:34][CH:35]=[CH:36][C:31]=4[N:30]=[C:29]2[CH3:37])[N:16]=3)[CH2:11]1. The catalyst class is: 2. (3) Reactant: [NH2:1][C:2]1[CH:3]=[C:4]([C:10]2[CH:15]=[CH:14][CH:13]=[CH:12][CH:11]=2)[CH:5]=[C:6]([CH3:9])[C:7]=1[NH2:8].[C:16](OC)(OC)(OC)[CH3:17].N. Product: [CH3:16][C:17]1[NH:8][C:7]2[C:6]([CH3:9])=[CH:5][C:4]([C:10]3[CH:11]=[CH:12][CH:13]=[CH:14][CH:15]=3)=[CH:3][C:2]=2[N:1]=1. The catalyst class is: 15. (4) Reactant: [F:1][C:2]1[CH:3]=[C:4]([CH:22]=[CH:23][CH:24]=1)[O:5][C:6]1[CH:15]=[C:14]2[C:9]([C:10]([OH:21])=[C:11]([C:17]([O:19][CH3:20])=[O:18])[N:12]=[C:13]2I)=[CH:8][CH:7]=1.[C:25]([Cu])#[N:26].C(Cl)Cl. Product: [C:25]([C:13]1[C:14]2[C:9](=[CH:8][CH:7]=[C:6]([O:5][C:4]3[CH:22]=[CH:23][CH:24]=[C:2]([F:1])[CH:3]=3)[CH:15]=2)[C:10]([OH:21])=[C:11]([C:17]([O:19][CH3:20])=[O:18])[N:12]=1)#[N:26]. The catalyst class is: 3. (5) Reactant: [CH:1]([O:14][N:15]1[CH:20]=[C:19]([O:21][CH2:22][C:23]2[CH:28]=[CH:27][C:26]([O:29][CH3:30])=[CH:25][CH:24]=2)[C:18](=[O:31])[CH:17]=[C:16]1[CH2:32]O)([C:8]1[CH:13]=[CH:12][CH:11]=[CH:10][CH:9]=1)[C:2]1[CH:7]=[CH:6][CH:5]=[CH:4][CH:3]=1.[C:34]1(=[O:44])[NH:38][C:37](=[O:39])[C:36]2=[CH:40][CH:41]=[CH:42][CH:43]=[C:35]12.C1(P(C2C=CC=CC=2)C2C=CC=CC=2)C=CC=CC=1.N(C(OC(C)C)=O)=NC(OC(C)C)=O. Product: [CH:1]([O:14][N:15]1[CH:20]=[C:19]([O:21][CH2:22][C:23]2[CH:28]=[CH:27][C:26]([O:29][CH3:30])=[CH:25][CH:24]=2)[C:18](=[O:31])[CH:17]=[C:16]1[CH2:32][N:38]1[C:34](=[O:44])[C:35]2[C:36](=[CH:40][CH:41]=[CH:42][CH:43]=2)[C:37]1=[O:39])([C:8]1[CH:13]=[CH:12][CH:11]=[CH:10][CH:9]=1)[C:2]1[CH:3]=[CH:4][CH:5]=[CH:6][CH:7]=1. The catalyst class is: 118. (6) Reactant: [F:1][C:2]1[CH:8]=[CH:7][C:6]([F:9])=[CH:5][C:3]=1[NH2:4].N1C=CC=CC=1.[C:16](Cl)(=[O:18])[CH3:17]. Product: [F:1][C:2]1[CH:8]=[CH:7][C:6]([F:9])=[CH:5][C:3]=1[NH:4][C:16](=[O:18])[CH3:17]. The catalyst class is: 2.